This data is from Catalyst prediction with 721,799 reactions and 888 catalyst types from USPTO. The task is: Predict which catalyst facilitates the given reaction. (1) Reactant: Br[CH2:2][CH2:3][CH2:4][CH2:5][CH2:6][CH3:7].Cl.[NH2:9][CH2:10][CH:11]1[CH2:16][CH2:15][CH:14]([C:17]([N:19]2[CH2:28][C:27]3[CH:26]=[N:25][N:24]([CH3:29])[C:23]=3[NH:22][C:21]3[CH:30]=[C:31]([Cl:34])[CH:32]=[CH:33][C:20]2=3)=[O:18])[CH2:13][CH2:12]1. Product: [Cl:34][C:31]1[CH:32]=[CH:33][C:20]2[N:19]([C:17]([CH:14]3[CH2:13][CH2:12][CH:11]([CH2:10][NH:9][CH2:2][CH2:3][CH2:4][CH2:5][CH2:6][CH3:7])[CH2:16][CH2:15]3)=[O:18])[CH2:28][C:27]3[CH:26]=[N:25][N:24]([CH3:29])[C:23]=3[NH:22][C:21]=2[CH:30]=1. The catalyst class is: 338. (2) Reactant: C([O-])(=O)C.[K+].[CH3:21][C:16]1([CH3:22])[C:17]([CH3:20])([CH3:19])[O:18][B:14]([B:14]2[O:18][C:17]([CH3:20])([CH3:19])[C:16]([CH3:22])([CH3:21])[O:15]2)[O:15]1.Br[C:25]1[CH:33]=[CH:32][C:28]([C:29]([NH2:31])=[O:30])=[C:27]([F:34])[CH:26]=1. Product: [F:34][C:27]1[CH:26]=[C:25]([B:14]2[O:15][C:16]([CH3:21])([CH3:22])[C:17]([CH3:19])([CH3:20])[O:18]2)[CH:33]=[CH:32][C:28]=1[C:29]([NH2:31])=[O:30]. The catalyst class is: 75. (3) The catalyst class is: 858. Reactant: O1CCCCC1[O:7][CH2:8][CH2:9][O:10][CH:11]1[CH2:16][CH2:15][N:14]([C:17]2[N:21]3[CH:22]=[CH:23][C:24]([C:26]4[CH2:27][CH2:28][N:29]([C:32]([O:34]C(C)(C)C)=O)[CH2:30][CH:31]=4)=[CH:25][C:20]3=[N:19][CH:18]=2)[CH2:13][CH2:12]1.N1CC=C(C2C=CN3C(N4CCC(OCCO)CC4)=CN=C3C=2)C[CH2:40]1.C(OC(=O)C)(=O)C.C[O-].[Na+].[Cl-:74].[NH4+]. Product: [ClH:74].[C:32]([N:29]1[CH2:30][CH:31]=[C:26]([C:24]2[CH:23]=[CH:22][N:21]3[C:17]([N:14]4[CH2:13][CH2:12][CH:11]([O:10][CH2:9][CH2:8][OH:7])[CH2:16][CH2:15]4)=[CH:18][N:19]=[C:20]3[CH:25]=2)[CH2:27][CH2:28]1)(=[O:34])[CH3:40]. (4) Reactant: [CH3:1][O:2][C:3]1[CH:22]=[CH:21][C:6]([CH2:7][N:8]2[CH:12]=[C:11]([C:13]([N:15]([O:17][CH3:18])[CH3:16])=[O:14])[C:10]([CH:19]=[O:20])=[N:9]2)=[CH:5][CH:4]=1.[Si]([C:27]([F:30])([F:29])[F:28])(C)(C)C.CCCC[N+](CCCC)(CCCC)CCCC.[F-]. Product: [CH3:1][O:2][C:3]1[CH:4]=[CH:5][C:6]([CH2:7][N:8]2[CH:12]=[C:11]([C:13]([N:15]([O:17][CH3:18])[CH3:16])=[O:14])[C:10]([CH:19]([OH:20])[C:27]([F:30])([F:29])[F:28])=[N:9]2)=[CH:21][CH:22]=1. The catalyst class is: 76. (5) Reactant: Br[C:2]1[CH:7]=[CH:6][C:5]([N:8]([C:22]2[CH:27]=[CH:26][CH:25]=[CH:24][CH:23]=2)[C:9]2[C:14]3[S:15][C:16]4[CH:21]=[CH:20][CH:19]=[CH:18][C:17]=4[C:13]=3[CH:12]=[CH:11][CH:10]=2)=[CH:4][CH:3]=1.[B:28]1([B:28]2[O:32][C:31]([CH3:34])([CH3:33])[C:30]([CH3:36])([CH3:35])[O:29]2)[O:32][C:31]([CH3:34])([CH3:33])[C:30]([CH3:36])([CH3:35])[O:29]1.CC([O-])=O.[K+].C(Cl)Cl. Product: [C:22]1([N:8]([C:5]2[CH:6]=[CH:7][C:2]([B:28]3[O:32][C:31]([CH3:34])([CH3:33])[C:30]([CH3:36])([CH3:35])[O:29]3)=[CH:3][CH:4]=2)[C:9]2[C:14]3[S:15][C:16]4[CH:21]=[CH:20][CH:19]=[CH:18][C:17]=4[C:13]=3[CH:12]=[CH:11][CH:10]=2)[CH:27]=[CH:26][CH:25]=[CH:24][CH:23]=1. The catalyst class is: 12. (6) Reactant: [Cl:1][C:2]1[C:3]([C:9]([N:11]([O:13][CH3:14])[CH3:12])=[O:10])=[N:4][CH:5]=[C:6](Cl)[N:7]=1.[CH3:15][S-:16].[Na+]. Product: [Cl:1][C:2]1[C:3]([C:9]([N:11]([O:13][CH3:14])[CH3:12])=[O:10])=[N:4][CH:5]=[C:6]([S:16][CH3:15])[N:7]=1. The catalyst class is: 31.